This data is from Forward reaction prediction with 1.9M reactions from USPTO patents (1976-2016). The task is: Predict the product of the given reaction. (1) Given the reactants [CH3:1][O:2][C:3]1[CH:12]=[C:11]2[C:6]([CH:7]=[C:8]([C:13]([OH:15])=O)[N:9]=[CH:10]2)=[CH:5][CH:4]=1.[NH:16]1[CH:20]=[CH:19][N:18]=[C:17]1[NH:21][C:22]([C:24]1[C:32]2[NH:31][C:30]([NH2:33])=[N:29][C:28]=2[CH:27]=[CH:26][CH:25]=1)=[O:23].CN(C(ON1N=NC2C=CC=CC1=2)=[N+](C)C)C.F[P-](F)(F)(F)(F)F.CCN(C(C)C)C(C)C, predict the reaction product. The product is: [NH:18]1[CH:19]=[CH:20][N:16]=[C:17]1[NH:21][C:22]([C:24]1[C:32]2[N:31]=[C:30]([NH:33][C:13]([C:8]3[N:9]=[CH:10][C:11]4[C:6]([CH:7]=3)=[CH:5][CH:4]=[C:3]([O:2][CH3:1])[CH:12]=4)=[O:15])[NH:29][C:28]=2[CH:27]=[CH:26][CH:25]=1)=[O:23]. (2) The product is: [C:5]([N:22]1[CH:21]=[N:20][C:19]2[C:23]1=[N:24][C:16]([NH2:15])=[N:17][C:18]=2[Cl:25])(=[O:7])[CH3:6]. Given the reactants C(O[C:5](=[O:7])[CH3:6])(=O)C.C(N(CC)CC)C.[NH2:15][C:16]1[N:24]=[C:23]2[C:19]([NH:20][CH:21]=[N:22]2)=[C:18]([Cl:25])[N:17]=1, predict the reaction product. (3) Given the reactants [C:1]([O-:8])(=[O:7])[CH2:2][CH2:3][C:4]([O-:6])=[O:5].[Na+:9].[Na+].[S:11](=[O:15])(=[O:14])([OH:13])[OH:12].C(O)C.C([O-])(=O)CCC([O-])=O.[Na+].[Na+], predict the reaction product. The product is: [C:1]([OH:8])(=[O:7])[CH2:2][CH2:3][C:4]([OH:6])=[O:5].[S:11]([O-:15])([O-:14])(=[O:13])=[O:12].[Na+:9].[Na+:9]. (4) Given the reactants Cl[CH2:2][CH2:3][C:4]([C:6]1[CH:11]=[CH:10][C:9]([Cl:12])=[CH:8][CH:7]=1)=[O:5].C(N(CC)CC)C.O.[Cl-].[Na+], predict the reaction product. The product is: [Cl:12][C:9]1[CH:8]=[CH:7][C:6]([C:4](=[O:5])[CH:3]=[CH2:2])=[CH:11][CH:10]=1. (5) Given the reactants Br[C:2]1[CH:3]=[CH:4][C:5]2[N:6]([CH:8]=[C:9]([C:11]3[C:12]([C:17]4[CH:22]=[CH:21][CH:20]=[CH:19][CH:18]=4)=[N:13][O:14][C:15]=3[CH3:16])[N:10]=2)[CH:7]=1.[NH:23]1[CH:27]=[CH:26][CH:25]=[N:24]1, predict the reaction product. The product is: [CH3:16][C:15]1[O:14][N:13]=[C:12]([C:17]2[CH:22]=[CH:21][CH:20]=[CH:19][CH:18]=2)[C:11]=1[C:9]1[N:10]=[C:5]2[CH:4]=[CH:3][C:2]([N:23]3[CH:27]=[CH:26][CH:25]=[N:24]3)=[CH:7][N:6]2[CH:8]=1.